Regression. Given two drug SMILES strings and cell line genomic features, predict the synergy score measuring deviation from expected non-interaction effect. From a dataset of NCI-60 drug combinations with 297,098 pairs across 59 cell lines. Drug 1: CS(=O)(=O)C1=CC(=C(C=C1)C(=O)NC2=CC(=C(C=C2)Cl)C3=CC=CC=N3)Cl. Drug 2: C1=CC=C(C(=C1)C(C2=CC=C(C=C2)Cl)C(Cl)Cl)Cl. Cell line: MDA-MB-231. Synergy scores: CSS=3.28, Synergy_ZIP=-2.21, Synergy_Bliss=-2.65, Synergy_Loewe=-5.15, Synergy_HSA=-2.96.